This data is from Forward reaction prediction with 1.9M reactions from USPTO patents (1976-2016). The task is: Predict the product of the given reaction. (1) Given the reactants N[CH:2]([CH2:5][C:6]([F:9])([F:8])[F:7])[CH2:3][OH:4].CC[N:12](CC)CC.[Cl:17][C:18]1[S:22][C:21]([S:23](Cl)(=[O:25])=[O:24])=[CH:20][CH:19]=1, predict the reaction product. The product is: [Cl:17][C:18]1[S:22][C:21]([S:23]([NH2:12])(=[O:25])=[O:24])=[C:20]([CH:2]([CH2:3][OH:4])[CH2:5][C:6]([F:9])([F:8])[F:7])[CH:19]=1. (2) The product is: [CH3:1][O:2][C:3]1[CH:9]=[C:8]([CH3:10])[C:6]([NH:7][C:20](=[O:21])[O:22][C:23]([CH3:26])([CH3:25])[CH3:24])=[C:5]([CH3:11])[C:4]=1[CH3:12]. Given the reactants [CH3:1][O:2][C:3]1[CH:9]=[C:8]([CH3:10])[C:6]([NH2:7])=[C:5]([CH3:11])[C:4]=1[CH3:12].C(N(CC)CC)C.[C:20](O[C:20]([O:22][C:23]([CH3:26])([CH3:25])[CH3:24])=[O:21])([O:22][C:23]([CH3:26])([CH3:25])[CH3:24])=[O:21], predict the reaction product. (3) Given the reactants [CH3:1][O:2][C:3]1[CH:4]=[C:5]([CH2:11][CH2:12][N:13]([CH2:21][CH2:22][CH2:23][N:24]2[C:33](=[O:34])[CH2:32][C:31]3[CH:30]=[CH:29][C:28]4[N:35]=[C:36]([C:38]5[CH:43]=[CH:42][CH:41]=[CH:40][C:39]=5[O:44][CH3:45])[NH:37][C:27]=4[C:26]=3[C:25]2=[O:46])[C:14](=[O:20])[O:15][C:16]([CH3:19])([CH3:18])[CH3:17])[CH:6]=[CH:7][C:8]=1[O:9][CH3:10].Br[CH2:48][CH2:49][CH2:50]Br.[OH-].[Na+].[CH3:54][CH2:55]O, predict the reaction product. The product is: [CH3:1][O:2][C:3]1[CH:4]=[C:5]([CH2:11][CH2:12][N:13]([CH2:21][CH2:22][CH2:23][N:24]2[C:33](=[O:34])[C:32]3([CH2:55][CH2:54][CH2:50][CH2:49][CH2:48]3)[C:31]3[CH:30]=[CH:29][C:28]4[N:35]=[C:36]([C:38]5[CH:43]=[CH:42][CH:41]=[CH:40][C:39]=5[O:44][CH3:45])[NH:37][C:27]=4[C:26]=3[C:25]2=[O:46])[C:14](=[O:20])[O:15][C:16]([CH3:17])([CH3:19])[CH3:18])[CH:6]=[CH:7][C:8]=1[O:9][CH3:10]. (4) Given the reactants [C:1]([O:5][C:6](=[O:26])[NH:7][C@:8]1([C:13]([NH:15][S:16]([C:19]2[CH:24]=[CH:23][CH:22]=[CH:21][C:20]=2[NH2:25])(=[O:18])=[O:17])=[O:14])[CH2:10][C@H:9]1[CH:11]=[CH2:12])([CH3:4])([CH3:3])[CH3:2].[CH3:27][O:28][C:29](=[O:42])[CH2:30][CH2:31][C:32]1[CH:37]=[CH:36][CH:35]=[C:34]([CH2:38][C:39](O)=[O:40])[CH:33]=1.N1C2C=CC=CC=2N=N1.S(Cl)(Cl)=O.CCN(CC)CC, predict the reaction product. The product is: [CH3:27][O:28][C:29](=[O:42])[CH2:30][CH2:31][C:32]1[CH:37]=[CH:36][CH:35]=[C:34]([CH2:38][C:39](=[O:40])[NH:25][C:20]2[CH:21]=[CH:22][CH:23]=[CH:24][C:19]=2[S:16](=[O:18])(=[O:17])[NH:15][C:13]([C@@:8]2([NH:7][C:6]([O:5][C:1]([CH3:2])([CH3:3])[CH3:4])=[O:26])[CH2:10][C@H:9]2[CH:11]=[CH2:12])=[O:14])[CH:33]=1. (5) Given the reactants C(=O)([O-])[O-].[K+].[K+].[O:7]=[C:8]1[C:16]2[C:11](=[CH:12][CH:13]=[CH:14][CH:15]=2)[C:10](=[O:17])[N:9]1[CH2:18][CH2:19][C@@H:20]([C@H:24]([O:41]C=O)[CH2:25][CH2:26][C:27]1[CH:32]=[CH:31][C:30]([C:33]2[CH:34]=[N:35][C:36]([O:39][CH3:40])=[CH:37][CH:38]=2)=[CH:29][CH:28]=1)[C:21]([OH:23])=[O:22], predict the reaction product. The product is: [O:17]=[C:10]1[C:11]2[C:16](=[CH:15][CH:14]=[CH:13][CH:12]=2)[C:8](=[O:7])[N:9]1[CH2:18][CH2:19][C@@H:20]([C@H:24]([OH:41])[CH2:25][CH2:26][C:27]1[CH:32]=[CH:31][C:30]([C:33]2[CH:34]=[N:35][C:36]([O:39][CH3:40])=[CH:37][CH:38]=2)=[CH:29][CH:28]=1)[C:21]([OH:23])=[O:22]. (6) Given the reactants [Cl:1][C:2]1[CH:10]=[N:9][CH:8]=[C:7]([Cl:11])[C:3]=1[C:4]([OH:6])=O.C(Cl)(=O)C(Cl)=O.CCN(CC)CC.[NH:25]1[CH2:30][CH2:29][CH2:28][CH:27]([CH2:31][OH:32])[CH2:26]1, predict the reaction product. The product is: [Cl:11][C:7]1[CH:8]=[N:9][CH:10]=[C:2]([Cl:1])[C:3]=1[C:4]([N:25]1[CH2:30][CH2:29][CH2:28][CH:27]([CH2:31][OH:32])[CH2:26]1)=[O:6].